From a dataset of Reaction yield outcomes from USPTO patents with 853,638 reactions. Predict the reaction yield, written as a fraction of the theoretical maximum amount of product (1.0 means a 100% yield; for example, 0.34 means a 34% yield). (1) The reactants are [CH3:1][N:2]([S:21]([C:24]1[S:25][CH:26]=[CH:27][CH:28]=1)(=[O:23])=[O:22])[C:3]1[CH:4]=[CH:5][CH:6]=[C:7]2[C:11]=1[NH:10][C:9]([C:12]1[S:13][CH:14]([CH2:17][C:18](O)=[O:19])[CH2:15][N:16]=1)=[CH:8]2.CC1C=CC=C([N+]([O-])=O)C=1C(OC(=O)C1C([N+]([O-])=O)=CC=CC=1C)=O.[CH3:54][S:55]([NH2:58])(=[O:57])=[O:56].Cl. The catalyst is CN(C)C1C=CN=CC=1.C(#N)C.C(N(CC)CC)C. The product is [CH3:54][S:55]([NH:58][C:18](=[O:19])[CH2:17][CH:14]1[S:13][C:12]([C:9]2[NH:10][C:11]3[C:7]([CH:8]=2)=[CH:6][CH:5]=[CH:4][C:3]=3[N:2]([CH3:1])[S:21]([C:24]2[S:25][CH:26]=[CH:27][CH:28]=2)(=[O:23])=[O:22])=[N:16][CH2:15]1)(=[O:57])=[O:56]. The yield is 0.330. (2) The reactants are [C:1]([NH:5][S:6]([CH2:9][CH2:10][CH2:11]Cl)(=[O:8])=[O:7])([CH3:4])([CH3:3])[CH3:2].[Li][CH2:14]CCC.CI. The catalyst is C1COCC1. The product is [C:1]([NH:5][S:6]([C:9]1([CH3:14])[CH2:11][CH2:10]1)(=[O:8])=[O:7])([CH3:4])([CH3:3])[CH3:2]. The yield is 0.810. (3) The reactants are [Cl:1][C:2]1[CH:3]=[C:4]2[C:9](=[CH:10][C:11]=1[Cl:12])[C:8](=[O:13])[N:7]([CH2:14][C:15]([CH3:18])([CH3:17])[CH3:16])[C:6]([C:19]([O:21][C:22]([CH3:25])([CH3:24])[CH3:23])=[O:20])=[C:5]2[OH:26].C(=O)([O-])[O-].[K+].[K+].Br[CH2:34][C:35]([O:37][CH2:38][CH3:39])=[O:36].CN(C)C=O. The catalyst is O. The product is [Cl:1][C:2]1[CH:3]=[C:4]2[C:9](=[CH:10][C:11]=1[Cl:12])[C:8](=[O:13])[N:7]([CH2:14][C:15]([CH3:18])([CH3:16])[CH3:17])[C:6]([C:19]([O:21][C:22]([CH3:25])([CH3:24])[CH3:23])=[O:20])=[C:5]2[O:26][CH2:34][C:35]([O:37][CH2:38][CH3:39])=[O:36]. The yield is 0.950. (4) The reactants are [F:1][C:2]1[CH:31]=[CH:30][C:5]([CH2:6][N:7]2[CH2:11][CH2:10][N:9]([C:12]3[CH:16]=[C:15]([C:17]([OH:19])=O)[N:14](CC4C=CC(OC)=CC=4)[N:13]=3)[C:8]2=[O:29])=[CH:4][CH:3]=1.[OH:32][N:33]1[C:37]2[CH:38]=[CH:39][CH:40]=C[C:36]=2[N:35]=N1.F[B-](F)(F)F.N1(OC(N(C)C)=[N+](C)C)C2C=CC=CC=2N=N1.C(N(CC)C(C)C)(C)C.Cl.CC1ON=C(CN)C=1. No catalyst specified. The product is [F:1][C:2]1[CH:3]=[CH:4][C:5]([CH2:6][N:7]2[CH2:11][CH2:10][N:9]([C:12]3[CH:16]=[C:15]([C:17]([NH:35][CH2:36][C:37]4[CH:38]=[C:39]([CH3:40])[O:32][N:33]=4)=[O:19])[NH:14][N:13]=3)[C:8]2=[O:29])=[CH:30][CH:31]=1. The yield is 0.620. (5) The reactants are N1C=CC=CC=1.[Br:7][C:8]1[CH:13]=[CH:12][N:11]=[C:10]([NH2:14])[CH:9]=1.[C:15](Cl)(=[O:18])[CH2:16][CH3:17].O. The catalyst is C(Cl)Cl. The product is [Br:7][C:8]1[CH:13]=[CH:12][N:11]=[C:10]([NH:14][C:15](=[O:18])[CH2:16][CH3:17])[CH:9]=1. The yield is 0.880. (6) The reactants are [NH:1]1[CH2:9][CH2:8][CH:4]([C:5]([OH:7])=[O:6])[CH2:3][CH2:2]1.C(=O)([O-])ON1C(=O)CC([CH2:18][CH:19]2[C:31]3[CH:30]=[CH:29][CH:28]=[CH:27][C:26]=3[C:25]3[C:20]2=[CH:21][CH:22]=[CH:23][CH:24]=3)C1=O.[C:35](=O)([O-:37])[O-:36].[Na+].[Na+].O1CCOCC1. No catalyst specified. The product is [C:35]([N:1]1[CH2:9][CH2:8][CH:4]([C:5]([OH:7])=[O:6])[CH2:3][CH2:2]1)([O:37][CH2:18][CH:19]1[C:31]2[C:26](=[CH:27][CH:28]=[CH:29][CH:30]=2)[C:25]2[C:20]1=[CH:21][CH:22]=[CH:23][CH:24]=2)=[O:36]. The yield is 0.950. (7) The reactants are [CH3:1][Si:2]([CH3:17])([CH3:16])[CH2:3][CH2:4][O:5][CH2:6][N:7]1[C:11]2[CH:12]=[CH:13][CH:14]=[CH:15][C:10]=2[N:9]=[CH:8]1.C([Li])CCC.[I:23]I. The catalyst is C1COCC1. The product is [I:23][C:8]1[N:7]([CH2:6][O:5][CH2:4][CH2:3][Si:2]([CH3:17])([CH3:16])[CH3:1])[C:11]2[CH:12]=[CH:13][CH:14]=[CH:15][C:10]=2[N:9]=1. The yield is 0.630. (8) The reactants are [CH2:1]([O:3][C:4](=[O:10])[CH2:5][S:6]([CH3:9])(=[O:8])=[O:7])[CH3:2].[H-].[Na+].I[CH2:14][CH3:15].[Cl-].[NH4+]. The catalyst is CN(C=O)C.O. The product is [CH3:9][S:6]([CH:5]([CH2:14][CH3:15])[C:4]([O:3][CH2:1][CH3:2])=[O:10])(=[O:8])=[O:7]. The yield is 0.260. (9) The reactants are [NH2:1][C@@H:2]([CH2:33][C:34]1[CH:39]=[CH:38][CH:37]=[CH:36][CH:35]=1)[C@@H:3]([OH:32])[CH2:4][C@@H:5]([NH:19][C:20]([C@@H:22]([NH:27][C:28](=[O:31])[O:29][CH3:30])[C:23]([CH3:26])([CH3:25])[CH3:24])=[O:21])[CH2:6][C:7]1[CH:12]=[CH:11][C:10]([C:13]2[CH:18]=[CH:17][CH:16]=[CH:15][N:14]=2)=[CH:9][CH:8]=1.[CH3:40][C:41]([CH3:63])([CH3:62])[C@H:42]([N:46]1[CH2:50][CH2:49][N:48]([CH2:51][C:52]2[CH:57]=[CH:56][CH:55]=[CH:54][C:53]=2[N+:58]([O-:60])=[O:59])[C:47]1=[O:61])[C:43](O)=[O:44].CCOP(ON1N=NC2C=CC=CC=2C1=O)(OCC)=O.C(N(CC)C(C)C)(C)C. The catalyst is C1COCC1. The product is [CH3:40][C:41]([CH3:63])([CH3:62])[C@H:42]([N:46]1[CH2:50][CH2:49][N:48]([CH2:51][C:52]2[CH:57]=[CH:56][CH:55]=[CH:54][C:53]=2[N+:58]([O-:60])=[O:59])[C:47]1=[O:61])[C:43]([NH:1][C@@H:2]([CH2:33][C:34]1[CH:35]=[CH:36][CH:37]=[CH:38][CH:39]=1)[C@@H:3]([OH:32])[CH2:4][C@@H:5]([NH:19][C:20]([C@@H:22]([NH:27][C:28](=[O:31])[O:29][CH3:30])[C:23]([CH3:26])([CH3:25])[CH3:24])=[O:21])[CH2:6][C:7]1[CH:12]=[CH:11][C:10]([C:13]2[CH:18]=[CH:17][CH:16]=[CH:15][N:14]=2)=[CH:9][CH:8]=1)=[O:44]. The yield is 0.610.